Task: Predict the reaction yield, written as a fraction of the theoretical maximum amount of product (1.0 means a 100% yield; for example, 0.34 means a 34% yield).. Dataset: Reaction yield outcomes from USPTO patents with 853,638 reactions (1) The reactants are [C:1]([O:5][C:6](=[O:17])[NH:7][C:8]1[CH:9]=[N:10][C:11]([S:14][CH2:15][CH3:16])=[CH:12][CH:13]=1)([CH3:4])([CH3:3])[CH3:2].CN(C)CCN(C)C.C([Li])CCC.[I:31]I. The catalyst is C(OCC)C. The product is [C:1]([O:5][C:6](=[O:17])[NH:7][C:8]1[CH:9]=[N:10][C:11]([S:14][CH2:15][CH3:16])=[CH:12][C:13]=1[I:31])([CH3:4])([CH3:3])[CH3:2]. The yield is 0.670. (2) The reactants are [Cl:1][C:2]1[CH:7]=[CH:6][C:5]([C:8]2[C:14]3[CH:15]=[C:16]([O:19][CH2:20]C(OCC)=O)[CH:17]=[CH:18][C:13]=3[N:12]3[C:26]([CH3:29])=[N:27][N:28]=[C:11]3[C@H:10]([CH2:30][C:31]([NH:33][CH2:34][CH3:35])=[O:32])[N:9]=2)=[CH:4][CH:3]=1.BrC[CH2:38][CH2:39][CH2:40][C:41]([O:43][CH3:44])=[O:42]. No catalyst specified. The product is [Cl:1][C:2]1[CH:7]=[CH:6][C:5]([C:8]2[C:14]3[CH:15]=[C:16]([O:19][CH2:20][CH2:38][CH2:39][CH2:40][C:41]([O:43][CH3:44])=[O:42])[CH:17]=[CH:18][C:13]=3[N:12]3[C:26]([CH3:29])=[N:27][N:28]=[C:11]3[C@H:10]([CH2:30][C:31]([NH:33][CH2:34][CH3:35])=[O:32])[N:9]=2)=[CH:4][CH:3]=1. The yield is 0.830. (3) The reactants are [N+:1]([C:4]1[CH:5]=[CH:6][C:7]([O:12][CH2:13][CH2:14][CH3:15])=[C:8]([CH:11]=1)[CH2:9][OH:10])([O-])=O.OCC1C=C(C=CC=1OC)N. No catalyst specified. The product is [OH:10][CH2:9][C:8]1[CH:11]=[C:4]([CH:5]=[CH:6][C:7]=1[O:12][CH2:13][CH2:14][CH3:15])[NH2:1]. The yield is 0.370. (4) The reactants are C([O:3][C:4]([C:6]1[CH:7]=[N:8][C:9]2[C:14]([CH:15]=1)=[C:13]([Cl:16])[CH:12]=[C:11]([Cl:17])[C:10]=2[O:18][CH3:19])=O)C.O.[NH2:21][NH2:22]. The catalyst is C(O)C. The product is [Cl:16][C:13]1[CH:12]=[C:11]([Cl:17])[C:10]([O:18][CH3:19])=[C:9]2[C:14]=1[CH:15]=[C:6]([C:4]([NH:21][NH2:22])=[O:3])[CH:7]=[N:8]2. The yield is 0.800. (5) The reactants are Cl[C:2]1[C:11]2[C:6](=[CH:7][C:8]([F:12])=[CH:9][CH:10]=2)[N:5]=[C:4]([C:13]([C:15]2[CH:20]=[CH:19][C:18]([F:21])=[CH:17][CH:16]=2)=[O:14])[N:3]=1.[CH3:22][C:23]1[NH:27][N:26]=[C:25]([NH2:28])[CH:24]=1.CCN(C(C)C)C(C)C.O. The catalyst is CN(C=O)C. The product is [F:12][C:8]1[CH:7]=[C:6]2[C:11]([C:2]([NH:28][C:25]3[CH:24]=[C:23]([CH3:22])[NH:27][N:26]=3)=[N:3][C:4]([C:13]([C:15]3[CH:20]=[CH:19][C:18]([F:21])=[CH:17][CH:16]=3)=[O:14])=[N:5]2)=[CH:10][CH:9]=1. The yield is 0.450. (6) The reactants are C1(P(C2C=CC=CC=2)C2C=CC=CC=2)C=CC=CC=1.Br[C:21](Br)([F:23])[F:22].[CH:25](=O)[C:26]1[CH:31]=[CH:30][CH:29]=[CH:28][CH:27]=1. The catalyst is ClCCl. The product is [F:22][C:21]([F:23])=[CH:25][C:26]1[CH:31]=[CH:30][CH:29]=[CH:28][CH:27]=1. The yield is 0.575. (7) The reactants are [NH2:1][C:2]1[C:3]([NH:19][C:20]2[CH:24]=[C:23]([CH:25]3[CH2:27][CH2:26]3)[NH:22][N:21]=2)=[CH:4][C:5]([NH:8][C@H:9]([C:12]2[CH:17]=[CH:16][C:15]([F:18])=[CH:14][CH:13]=2)[CH2:10][OH:11])=[N:6][CH:7]=1.[C:28](O)(=O)C.C(N)=N.C([O-])(O)=O.[Na+].CCOC(C)=O. The catalyst is CCO. The product is [CH:25]1([C:23]2[NH:22][N:21]=[C:20]([N:19]3[C:3]4[CH:4]=[C:5]([NH:8][C@H:9]([C:12]5[CH:17]=[CH:16][C:15]([F:18])=[CH:14][CH:13]=5)[CH2:10][OH:11])[N:6]=[CH:7][C:2]=4[N:1]=[CH:28]3)[CH:24]=2)[CH2:27][CH2:26]1. The yield is 0.320. (8) The reactants are [CH:1](=O)[C:2]1[C:3](=[CH:5][CH:6]=[CH:7][CH:8]=1)[OH:4].[C:10]([C:14]1[CH:23]=[CH:22][C:17]([C:18]([NH:20][NH2:21])=[O:19])=[CH:16][CH:15]=1)([CH3:13])([CH3:12])[CH3:11]. No catalyst specified. The product is [C:10]([C:14]1[CH:23]=[CH:22][C:17]([C:18]([NH:20][N:21]=[CH:1][C:2]2[CH:8]=[CH:7][CH:6]=[CH:5][C:3]=2[OH:4])=[O:19])=[CH:16][CH:15]=1)([CH3:13])([CH3:11])[CH3:12]. The yield is 0.900. (9) The reactants are [F:1][C:2]([F:22])([F:21])[C:3]1[CH:4]=[C:5]([CH:18]=[CH:19][CH:20]=1)[C:6]([NH:8][C:9]1[CH:10]=[C:11]([CH:15]=[CH:16][CH:17]=1)[C:12](O)=[O:13])=[O:7].C(N1C=CN=C1)(N1C=CN=C1)=O.[CH3:35][S:36]([NH2:39])(=[O:38])=[O:37].N12CCCN=C1CCCCC2. The catalyst is O1CCCC1.C(OCC)(=O)C. The product is [CH3:35][S:36]([NH:39][C:12]([C:11]1[CH:10]=[C:9]([NH:8][C:6](=[O:7])[C:5]2[CH:18]=[CH:19][CH:20]=[C:3]([C:2]([F:22])([F:21])[F:1])[CH:4]=2)[CH:17]=[CH:16][CH:15]=1)=[O:13])(=[O:38])=[O:37]. The yield is 0.140.